Dataset: NCI-60 drug combinations with 297,098 pairs across 59 cell lines. Task: Regression. Given two drug SMILES strings and cell line genomic features, predict the synergy score measuring deviation from expected non-interaction effect. (1) Drug 1: CC(C1=C(C=CC(=C1Cl)F)Cl)OC2=C(N=CC(=C2)C3=CN(N=C3)C4CCNCC4)N. Drug 2: CS(=O)(=O)CCNCC1=CC=C(O1)C2=CC3=C(C=C2)N=CN=C3NC4=CC(=C(C=C4)OCC5=CC(=CC=C5)F)Cl. Cell line: CAKI-1. Synergy scores: CSS=11.9, Synergy_ZIP=-7.57, Synergy_Bliss=-4.39, Synergy_Loewe=-0.914, Synergy_HSA=-0.807. (2) Drug 2: CS(=O)(=O)OCCCCOS(=O)(=O)C. Synergy scores: CSS=4.98, Synergy_ZIP=-1.24, Synergy_Bliss=3.12, Synergy_Loewe=1.46, Synergy_HSA=1.62. Cell line: SNB-75. Drug 1: CC1=C(C=C(C=C1)C(=O)NC2=CC(=CC(=C2)C(F)(F)F)N3C=C(N=C3)C)NC4=NC=CC(=N4)C5=CN=CC=C5. (3) Drug 1: C1CN(P(=O)(OC1)NCCCl)CCCl. Drug 2: C(CN)CNCCSP(=O)(O)O. Cell line: SK-OV-3. Synergy scores: CSS=3.37, Synergy_ZIP=0.178, Synergy_Bliss=3.65, Synergy_Loewe=0.907, Synergy_HSA=1.58. (4) Drug 1: C1C(C(OC1N2C=NC(=NC2=O)N)CO)O. Drug 2: CC1C(C(CC(O1)OC2CC(CC3=C2C(=C4C(=C3O)C(=O)C5=C(C4=O)C(=CC=C5)OC)O)(C(=O)CO)O)N)O.Cl. Cell line: SNB-75. Synergy scores: CSS=51.0, Synergy_ZIP=-0.572, Synergy_Bliss=0.310, Synergy_Loewe=-24.5, Synergy_HSA=1.21. (5) Drug 2: C1CN(CCN1C(=O)CCBr)C(=O)CCBr. Synergy scores: CSS=47.4, Synergy_ZIP=1.46, Synergy_Bliss=3.32, Synergy_Loewe=3.62, Synergy_HSA=5.53. Cell line: CCRF-CEM. Drug 1: COC1=C(C=C2C(=C1)N=CN=C2NC3=CC(=C(C=C3)F)Cl)OCCCN4CCOCC4.